From a dataset of Forward reaction prediction with 1.9M reactions from USPTO patents (1976-2016). Predict the product of the given reaction. (1) Given the reactants [C:1]([O:5][C:6]([NH:8][C@@:9]1([C:24]([O:26][C:27]([CH3:30])([CH3:29])[CH3:28])=[O:25])[C@H:14]([OH:15])[C@H:13]([OH:16])[C@@H:12]2[C@H:10]1[C@H:11]2[C:17]([O:19][C:20]([CH3:23])([CH3:22])[CH3:21])=[O:18])=[O:7])([CH3:4])([CH3:3])[CH3:2].[Cl:31][C:32]1[CH:33]=[C:34]([CH:37]=[CH:38][C:39]=1[Cl:40])[CH2:35]Br.[OH-].[Na+].O, predict the reaction product. The product is: [C:1]([O:5][C:6]([NH:8][C@@:9]1([C:24]([O:26][C:27]([CH3:30])([CH3:29])[CH3:28])=[O:25])[C@H:14]([O:15][CH2:35][C:34]2[CH:37]=[CH:38][C:39]([Cl:40])=[C:32]([Cl:31])[CH:33]=2)[C@H:13]([OH:16])[C@@H:12]2[C@H:10]1[C@H:11]2[C:17]([O:19][C:20]([CH3:21])([CH3:23])[CH3:22])=[O:18])=[O:7])([CH3:4])([CH3:2])[CH3:3]. (2) Given the reactants Cl.Cl.[O:3]1[C:8]2=[CH:9][CH:10]=[CH:11][C:7]2=[CH:6][C:5]([CH:12]2[CH2:17][CH2:16][CH2:15][CH2:14][N:13]2[CH2:18][CH2:19][C@H:20]2[CH2:25][CH2:24][C@H:23]([NH2:26])[CH2:22][CH2:21]2)=[CH:4]1.[OH:27][C:28]1([C:31](O)=[O:32])[CH2:30][CH2:29]1, predict the reaction product. The product is: [O:3]1[C:8]2=[CH:9][CH:10]=[CH:11][C:7]2=[CH:6][C:5]([CH:12]2[CH2:17][CH2:16][CH2:15][CH2:14][N:13]2[CH2:18][CH2:19][C@H:20]2[CH2:21][CH2:22][C@H:23]([NH:26][C:31]([C:28]3([OH:27])[CH2:30][CH2:29]3)=[O:32])[CH2:24][CH2:25]2)=[CH:4]1. (3) Given the reactants [C:1]1([S:7]([C:10]2[CH:18]=[CH:17][C:16]3[N:15]([CH:19]([CH3:21])[CH3:20])[C:14]4[CH2:22][CH:23]5[NH:27][CH:26]([C:13]=4[C:12]=3[C:11]=2C(OC(C)(C)C)=O)[CH2:25][CH2:24]5)(=[O:9])=[O:8])[CH:6]=[CH:5][CH:4]=[CH:3][CH:2]=1.[ClH:35], predict the reaction product. The product is: [ClH:35].[C:1]1([S:7]([C:10]2[CH:11]=[C:12]3[C:16](=[CH:17][CH:18]=2)[N:15]([CH:19]([CH3:21])[CH3:20])[C:14]2[CH2:22][CH:23]4[NH:27][CH:26]([C:13]3=2)[CH2:25][CH2:24]4)(=[O:8])=[O:9])[CH:2]=[CH:3][CH:4]=[CH:5][CH:6]=1.